Predict which catalyst facilitates the given reaction. From a dataset of Catalyst prediction with 721,799 reactions and 888 catalyst types from USPTO. (1) Product: [C:24]([C:23]1[C:10]([CH:9]([C:4]2[CH:5]=[CH:6][C:7]([Cl:8])=[C:2]([Cl:1])[CH:3]=2)[CH2:13][CH:14]=[CH2:15])=[C:37]([C:38]([O:40][CH2:41][CH3:42])=[O:39])[S:26][C:22]=1[N:16]1[CH2:21][CH2:20][O:19][CH2:18][CH2:17]1)#[N:25]. The catalyst class is: 10. Reactant: [Cl:1][C:2]1[CH:3]=[C:4]([CH:9]([CH2:13][CH:14]=[CH2:15])[C:10](Cl)=O)[CH:5]=[CH:6][C:7]=1[Cl:8].[N:16]1([C:22](=[S:26])[CH2:23][C:24]#[N:25])[CH2:21][CH2:20][O:19][CH2:18][CH2:17]1.C(N(CC)C(C)C)(C)C.I[CH2:37][C:38]([O:40][CH2:41][CH3:42])=[O:39]. (2) Reactant: [O:1]1[CH2:6][CH2:5][CH:4]([S:7]([C:10]2[CH:15]=[CH:14][C:13]([C:16]3[CH:21]=[CH:20][N:19]=[C:18]([NH:22][C:23]4[CH:31]=[CH:30][C:26]([C:27]([OH:29])=O)=[CH:25][CH:24]=4)[N:17]=3)=[CH:12][CH:11]=2)(=[O:9])=[O:8])[CH2:3][CH2:2]1.[CH3:32][N:33]([CH2:35][CH2:36][CH2:37][N:38]1[CH2:43][CH2:42][NH:41][CH2:40][CH2:39]1)[CH3:34].CCN=C=NCCCN(C)C.C1C=CC2N(O)N=NC=2C=1. Product: [CH3:34][N:33]([CH3:32])[CH2:35][CH2:36][CH2:37][N:38]1[CH2:39][CH2:40][N:41]([C:27]([C:26]2[CH:25]=[CH:24][C:23]([NH:22][C:18]3[N:17]=[C:16]([C:13]4[CH:12]=[CH:11][C:10]([S:7]([CH:4]5[CH2:3][CH2:2][O:1][CH2:6][CH2:5]5)(=[O:8])=[O:9])=[CH:15][CH:14]=4)[CH:21]=[CH:20][N:19]=3)=[CH:31][CH:30]=2)=[O:29])[CH2:42][CH2:43]1. The catalyst class is: 76. (3) Reactant: [CH3:1][C:2]1[CH:3]=[CH:4][C:5]2[O:9][C:8](S)=[N:7][C:6]=2[CH:11]=1.P(Cl)(Cl)([Cl:14])=O.P(Cl)(Cl)(Cl)(Cl)Cl. Product: [Cl:14][C:8]1[O:9][C:5]2[CH:4]=[CH:3][C:2]([CH3:1])=[CH:11][C:6]=2[N:7]=1. The catalyst class is: 2. (4) Reactant: Br[CH2:2][C:3]1[CH:8]=[CH:7][C:6]([S:9]([NH2:12])(=[O:11])=[O:10])=[CH:5][CH:4]=1.BrCC1C=CC(S(Cl)(=O)=O)=CC=1.N.[N-:26]=[N+:27]=[N-:28].[Na+]. Product: [N:26]([CH2:2][C:3]1[CH:8]=[CH:7][C:6]([S:9]([NH2:12])(=[O:11])=[O:10])=[CH:5][CH:4]=1)=[N+:27]=[N-:28]. The catalyst class is: 9. (5) Reactant: [CH3:1][O:2][C:3]1[CH:8]=[CH:7][C:6]([C:9]2[S:13][C:12]([NH:14][C:15]([NH:17]C(=O)C(Cl)(Cl)Cl)=[O:16])=[C:11]([C:24]([O:26]C)=O)[CH:10]=2)=[CH:5][CH:4]=1.C[Al](C)C.[C:32]([O:36][C:37]([N:39]1[CH2:44][CH2:43][CH2:42][C@H:41]([NH2:45])[CH2:40]1)=[O:38])([CH3:35])([CH3:34])[CH3:33].[C@H](O)(C([O-])=O)[C@@H](O)C([O-])=O.[Na+].[K+]. Product: [NH2:17][C:15]([NH:14][C:12]1[S:13][C:9]([C:6]2[CH:5]=[CH:4][C:3]([O:2][CH3:1])=[CH:8][CH:7]=2)=[CH:10][C:11]=1[C:24]([NH:45][C@H:41]1[CH2:42][CH2:43][CH2:44][N:39]([C:37]([O:36][C:32]([CH3:35])([CH3:34])[CH3:33])=[O:38])[CH2:40]1)=[O:26])=[O:16]. The catalyst class is: 387. (6) Reactant: [CH:1]1([N:4]([CH2:39][C:40]2[CH:45]=[C:44]([CH2:46][CH2:47][CH2:48][O:49][CH3:50])[CH:43]=[C:42]([O:51][CH2:52][C@@H:53]3[CH2:55][C@H:54]3[C:56](OCC)=[O:57])[CH:41]=2)[C:5]([C@@H:7]2[C@@H:12]([C:13]3[CH:18]=[CH:17][C:16]([O:19][CH2:20][CH2:21][O:22][C:23]4[C:28]([Cl:29])=[CH:27][C:26]([CH3:30])=[CH:25][C:24]=4[Cl:31])=[CH:15][CH:14]=3)[CH2:11][CH2:10][N:9]([C:32]([O:34][C:35]([CH3:38])([CH3:37])[CH3:36])=[O:33])[CH2:8]2)=[O:6])[CH2:3][CH2:2]1.[H-].C([Al+]CC(C)C)C(C)C.CCOC(C)=O.[C@H](O)(C([O-])=O)[C@@H](O)C([O-])=O.[Na+].[K+]. Product: [CH:1]1([N:4]([CH2:39][C:40]2[CH:45]=[C:44]([CH2:46][CH2:47][CH2:48][O:49][CH3:50])[CH:43]=[C:42]([O:51][CH2:52][C@@H:53]3[CH2:55][C@H:54]3[CH2:56][OH:57])[CH:41]=2)[C:5]([C@@H:7]2[C@@H:12]([C:13]3[CH:14]=[CH:15][C:16]([O:19][CH2:20][CH2:21][O:22][C:23]4[C:28]([Cl:29])=[CH:27][C:26]([CH3:30])=[CH:25][C:24]=4[Cl:31])=[CH:17][CH:18]=3)[CH2:11][CH2:10][N:9]([C:32]([O:34][C:35]([CH3:38])([CH3:36])[CH3:37])=[O:33])[CH2:8]2)=[O:6])[CH2:3][CH2:2]1. The catalyst class is: 1.